Dataset: Peptide-MHC class I binding affinity with 185,985 pairs from IEDB/IMGT. Task: Regression. Given a peptide amino acid sequence and an MHC pseudo amino acid sequence, predict their binding affinity value. This is MHC class I binding data. The peptide sequence is IWPNHINFV. The MHC is Mamu-A01 with pseudo-sequence Mamu-A01. The binding affinity (normalized) is 0.794.